Dataset: Forward reaction prediction with 1.9M reactions from USPTO patents (1976-2016). Task: Predict the product of the given reaction. Given the reactants [NH2:1][C:2]1[C:3]2[C:10]([C:11]3[CH:16]=[CH:15][C:14]([NH:17][C:18](=O)[O:19]C4C=CC=CC=4)=[C:13]([O:27][CH3:28])[CH:12]=3)=[CH:9][N:8]([CH:29]3[CH2:34][CH2:33][O:32][CH2:31][CH2:30]3)[C:4]=2[N:5]=[CH:6][N:7]=1.[OH:35][CH2:36][C@H:37]1[NH:41][C:40](=[O:42])[CH2:39][CH2:38]1, predict the reaction product. The product is: [NH2:1][C:2]1[C:3]2[C:10]([C:11]3[CH:16]=[CH:15][C:14]([NH:17][C:18](=[O:19])[O:35][CH2:36][C@@H:37]4[CH2:38][CH2:39][C:40](=[O:42])[NH:41]4)=[C:13]([O:27][CH3:28])[CH:12]=3)=[CH:9][N:8]([CH:29]3[CH2:34][CH2:33][O:32][CH2:31][CH2:30]3)[C:4]=2[N:5]=[CH:6][N:7]=1.